This data is from Reaction yield outcomes from USPTO patents with 853,638 reactions. The task is: Predict the reaction yield, written as a fraction of the theoretical maximum amount of product (1.0 means a 100% yield; for example, 0.34 means a 34% yield). (1) The product is [C:2]12([OH:1])[CH2:11][CH:6]3[CH2:7][CH:8]([CH2:10][CH:4]([CH:5]3[OH:12])[CH2:3]1)[CH2:9]2. The catalyst is C(OCC)(=O)C.O.O1CCCC1. The reactants are [OH:1][C:2]12[CH2:11][CH:6]3[CH2:7][CH:8]([CH2:10][CH:4]([C:5]3=[O:12])[CH2:3]1)[CH2:9]2.[BH4-].[Na+].Cl.[OH-].[Na+]. The yield is 0.370. (2) The reactants are [Cl:1][C:2]1[CH:7]=[C:6]([O:8]C)[N:5]=[C:4]([CH2:10][C:11]([N:13]2[C:21]3[C:16](=[CH:17][CH:18]=[CH:19][CH:20]=3)[CH2:15][CH:14]2[CH3:22])=[O:12])[N:3]=1.[I-].[K+].C[Si](C)(C)Cl. The catalyst is C(#N)C.O. The product is [Cl:1][C:2]1[CH2:7][C:6](=[O:8])[N:5]=[C:4]([CH2:10][C:11]([N:13]2[C:21]3[C:16](=[CH:17][CH:18]=[CH:19][CH:20]=3)[CH2:15][CH:14]2[CH3:22])=[O:12])[N:3]=1. The yield is 0.890. (3) The product is [Cl:1][C:2]1[CH:3]=[C:4]2[C:9](=[CH:10][C:11]=1[Cl:12])[C:8](=[O:13])[N:7]([C:15]1[CH:16]=[N:17][CH:18]=[CH:19][C:20]=1[CH3:21])[CH2:6][CH2:5]2. The reactants are [Cl:1][C:2]1[CH:3]=[C:4]2[C:9](=[CH:10][C:11]=1[Cl:12])[C:8](=[O:13])[NH:7][CH2:6][CH2:5]2.I[C:15]1[CH:16]=[N:17][CH:18]=[CH:19][C:20]=1[CH3:21].P([O-])([O-])([O-])=O.[K+].[K+].[K+]. The yield is 0.0840. The catalyst is [Cu](I)I.O1CCOCC1. (4) The reactants are [CH3:1][C@@H:2]1[C@@H:7]([CH3:8])[N:6](C)[CH2:5][CH2:4][N:3]1[C:10](OCC1C=CC=CC=1)=O. The catalyst is CO. The product is [CH3:10][N:3]1[CH2:4][CH2:5][NH:6][C@H:7]([CH3:8])[C@H:2]1[CH3:1]. The yield is 1.00.